From a dataset of Full USPTO retrosynthesis dataset with 1.9M reactions from patents (1976-2016). Predict the reactants needed to synthesize the given product. (1) Given the product [CH2:1]([O:8][N:9]1[C:24](=[O:27])[N:14]2[CH2:15][C@H:10]1[C:11]([CH2:19][CH2:20][N+:21]([O-:23])=[O:22])=[CH:12][C@H:13]2[C:16]([NH2:18])=[O:17])[C:2]1[CH:3]=[CH:4][CH:5]=[CH:6][CH:7]=1, predict the reactants needed to synthesize it. The reactants are: [CH2:1]([O:8][NH:9][C@H:10]1[CH2:15][NH:14][C@H:13]([C:16]([NH2:18])=[O:17])[CH:12]=[C:11]1[CH2:19][CH2:20][N+:21]([O-:23])=[O:22])[C:2]1[CH:7]=[CH:6][CH:5]=[CH:4][CH:3]=1.[CH2:24]([O:27]N1C(=O)N2C[C@H]1C(C)=C[C@H]2C(N)=O)C=C. (2) The reactants are: [Br:1][C:2]1[CH:14]=[C:13]2[C:5]([C:6]3[C:7](=O)[C:8]4[CH:20]=[CH:19][C:18]([O:21][CH3:22])=[CH:17][C:9]=4[C:10]([CH3:16])([CH3:15])[C:11]=3[NH:12]2)=[CH:4][CH:3]=1.[Br:24]C1C=C2C(=CC=1OC)C(C)(C)C(=O)CC2. Given the product [Br:1][C:2]1[CH:3]=[CH:4][CH:5]=[C:13]2[C:14]=1[C:6]1[CH2:7][C:8]3[CH:20]=[C:19]([Br:24])[C:18]([O:21][CH3:22])=[CH:17][C:9]=3[C:10]([CH3:15])([CH3:16])[C:11]=1[NH:12]2, predict the reactants needed to synthesize it. (3) Given the product [CH2:9]([O:8][C:6](=[O:7])[C:5]([CH2:21][CH3:22])([C:3]#[N:4])[C:14]1[CH:15]=[CH:16][CH:17]=[CH:18][C:13]=1[CH2:11][CH3:12])[CH3:10], predict the reactants needed to synthesize it. The reactants are: [H-].[Na+].[C:3]([CH2:5][C:6]([O:8][CH2:9][CH3:10])=[O:7])#[N:4].[CH2:11]([C:13]1[CH:18]=[CH:17][CH:16]=[CH:15][C:14]=1I)[CH3:12].Cl.[CH2:21](OCC)[CH3:22]. (4) The reactants are: [C:1]([OH:13])(=[O:12])[CH2:2][C:3]([CH2:8][C:9](O)=O)(C(O)=O)O.[OH-].[Na+].O.C(O)(=O)C=O.[C:22]([BH3-])#[N:23].[Na+].C[NH:27]C=O. Given the product [NH2:27][C@H:2]([C:1]([OH:13])=[O:12])[CH2:3][CH2:8][CH2:9][CH2:22][NH2:23], predict the reactants needed to synthesize it.